From a dataset of Catalyst prediction with 721,799 reactions and 888 catalyst types from USPTO. Predict which catalyst facilitates the given reaction. (1) Product: [CH3:9][NH:11][C@H:15]([C:14]([OH:25])=[O:13])[CH2:16][S:17][CH2:18][C:19]1[CH:20]=[CH:21][CH:22]=[CH:23][CH:24]=1.[CH2:50]1[CH2:51][CH2:52][CH:47]([NH:46][CH:40]2[CH2:45][CH2:44][CH2:43][CH2:42][CH2:41]2)[CH2:48][CH2:49]1. Reactant: C(O[C:9]([N:11]1[C@@H:15]([CH2:16][S:17][CH2:18][C:19]2[CH:24]=[CH:23][CH:22]=[CH:21][CH:20]=2)[C:14](=[O:25])[O:13]C1)=O)C1C=CC=CC=1.C([SiH](CC)CC)C.FC(F)(F)C(O)=O.[CH:40]1([NH:46][CH:47]2[CH2:52][CH2:51][CH2:50][CH2:49][CH2:48]2)[CH2:45][CH2:44][CH2:43][CH2:42][CH2:41]1. The catalyst class is: 22. (2) Reactant: COC[O:4][C:5]1[CH:10]=[C:9]([O:11]COC)[CH:8]=[CH:7][C:6]=1[C:15]1[CH2:20][CH2:19][CH2:18][C:17](=[O:21])[CH:16]=1. Product: [OH:4][C:5]1[CH:10]=[C:9]([OH:11])[CH:8]=[CH:7][C:6]=1[C:15]1[CH2:20][CH2:19][CH2:18][C:17](=[O:21])[CH:16]=1. The catalyst class is: 5. (3) Reactant: [H-].[Li+].[Al+3].[H-].[H-].[H-].[C:7]([C:9]1[C:14]([CH3:15])=[CH:13][C:12]([CH3:16])=[C:11](C(OCC)=O)[C:10]=1[CH3:22])#[N:8].[O:23]1CCCC1. Product: [NH2:8][CH2:7][C:9]1[C:14]([CH3:15])=[CH:13][C:12]([CH2:16][OH:23])=[CH:11][C:10]=1[CH3:22]. The catalyst class is: 6. (4) Reactant: [H-].[Na+].[F:3][C:4]([F:8])([F:7])[CH2:5][OH:6].[F:9][C:10]1[CH:11]=[C:12]([CH:15]=[CH:16][C:17]=1F)[CH:13]=[O:14].Cl. Product: [F:9][C:10]1[CH:11]=[C:12]([CH:15]=[CH:16][C:17]=1[O:6][CH2:5][C:4]([F:8])([F:7])[F:3])[CH:13]=[O:14]. The catalyst class is: 9. (5) Reactant: C(N(CC)[C:4]([C:6]1[CH:10]=[CH:9][S:8][CH:7]=1)=[O:5])C. Product: [S:8]1[CH:9]=[CH:10][C:6]2[C:4](=[O:5])[C:7]3[S:8][CH:9]=[CH:10][C:6]=3[C:4](=[O:5])[C:7]1=2. The catalyst class is: 1. (6) Reactant: [CH3:1][O:2][C:3]1[CH:4]=[C:5]2[C:10](=[CH:11][C:12]=1[O:13][CH3:14])[N:9]=[CH:8][CH:7]=[C:6]2[O:15][C:16]1[C:22]([CH3:23])=[CH:21][C:19](N)=[C:18]([CH3:24])[CH:17]=1.C([N:27](CC)CC)C.[C:32](Cl)(Cl)=[S:33].[N:36]1([CH2:42][CH2:43][NH2:44])[CH2:41][CH2:40][CH2:39][CH2:38][CH2:37]1. Product: [CH3:1][O:2][C:3]1[CH:4]=[C:5]2[C:10](=[CH:11][C:12]=1[O:13][CH3:14])[N:9]=[CH:8][CH:7]=[C:6]2[O:15][C:16]1[C:22]([CH3:23])=[C:21]([CH:39]2[CH2:40][CH2:41][N:36]([CH2:42][CH2:43][NH:44][C:32](=[S:33])[NH2:27])[CH2:37][CH2:38]2)[CH:19]=[C:18]([CH3:24])[CH:17]=1. The catalyst class is: 42.